Dataset: Forward reaction prediction with 1.9M reactions from USPTO patents (1976-2016). Task: Predict the product of the given reaction. (1) The product is: [CH2:1]([O:11][C:12]1[CH:17]=[CH:16][N:15]=[C:14]([CH2:18][Cl:23])[C:13]=1[CH3:20])[CH2:2][CH2:3][CH2:4][CH2:5][CH2:6][CH2:7][CH2:8][CH2:9][CH3:10]. Given the reactants [CH2:1]([O:11][C:12]1[CH:17]=[CH:16][N:15]=[C:14]([CH2:18]O)[C:13]=1[CH3:20])[CH2:2][CH2:3][CH2:4][CH2:5][CH2:6][CH2:7][CH2:8][CH2:9][CH3:10].S(Cl)([Cl:23])=O.C(=O)(O)[O-].[Na+], predict the reaction product. (2) Given the reactants O.[NH2:2]N.C[N:5](/[CH:7]=[N:8]/[C:9](=O)[C:10]1[CH:15]=[CH:14][C:13]([CH3:16])=[C:12]([I:17])[CH:11]=1)C, predict the reaction product. The product is: [I:17][C:12]1[CH:11]=[C:10]([C:9]2[NH:8][CH:7]=[N:5][N:2]=2)[CH:15]=[CH:14][C:13]=1[CH3:16].